Task: Predict the reactants needed to synthesize the given product.. Dataset: Retrosynthesis with 50K atom-mapped reactions and 10 reaction types from USPTO (1) Given the product FCCOCCOCCOc1ccc2cc(Br)ccc2c1, predict the reactants needed to synthesize it. The reactants are: FCCOCCOCCCl.Oc1ccc2cc(Br)ccc2c1. (2) Given the product COc1cccc(C2CCc3cc(Oc4ccc(N)cn4)ccc3O2)c1, predict the reactants needed to synthesize it. The reactants are: COc1cccc(C2CCc3cc(Oc4ccc([N+](=O)[O-])cn4)ccc3O2)c1. (3) Given the product Cc1ccc(C=CCN2CCc3nc(N)sc3CC2)cc1, predict the reactants needed to synthesize it. The reactants are: Cc1ccc(C=CCCl)cc1.Nc1nc2c(s1)CCNCC2. (4) Given the product Nc1nc2ccccc2c2c1ncn2CCCCCCCCNC(=O)c1ccccc1, predict the reactants needed to synthesize it. The reactants are: NCCCCCCCCn1cnc2c(N)nc3ccccc3c21.O=C(Cl)c1ccccc1. (5) Given the product CC1c2nnc(-c3ccccn3)n2CCN1C(=O)c1cc2ncc(Br)cn2n1, predict the reactants needed to synthesize it. The reactants are: CC1NCCn2c(-c3ccccn3)nnc21.O=C(O)c1cc2ncc(Br)cn2n1. (6) Given the product CCCCNC(=O)Oc1cccc(-c2ccc(C(C)C(=O)OC)cc2F)c1, predict the reactants needed to synthesize it. The reactants are: CCCCN=C=O.COC(=O)C(C)c1ccc(-c2cccc(O)c2)c(F)c1. (7) Given the product CCOc1ccc(-c2ccc(C=O)cc2)cc1, predict the reactants needed to synthesize it. The reactants are: CCOc1ccc(B(O)O)cc1.O=Cc1ccc(Br)cc1. (8) Given the product Cc1cnc(Nc2cnn(C)c2)nc1NC1COC2C(O)COC12, predict the reactants needed to synthesize it. The reactants are: Cc1cnc(Cl)nc1NC1COC2C(O)COC12.Cn1cc(N)cn1. (9) Given the product O=c1c2c(F)cc(C3CC3)cc2ccn1-c1cccc(Cl)c1, predict the reactants needed to synthesize it. The reactants are: Clc1cccc(I)c1.O=c1[nH]ccc2cc(C3CC3)cc(F)c12. (10) The reactants are: CCCI.CCS(=O)(=O)Nc1ccc(-c2ccc(C#N)[nH]2)cc1. Given the product CCCn1c(C#N)ccc1-c1ccc(NS(=O)(=O)CC)cc1, predict the reactants needed to synthesize it.